Dataset: Full USPTO retrosynthesis dataset with 1.9M reactions from patents (1976-2016). Task: Predict the reactants needed to synthesize the given product. (1) Given the product [ClH:39].[CH3:1][O:2][C:3]([C@H:5]1[NH:23][C:22](=[O:24])[C@H:21]([CH:25]([CH3:27])[CH3:26])[NH:20][C:19](=[O:28])[C@@H:18]([NH2:29])[CH2:17][C:16]2=[CH:37][CH:38]=[C:13]([CH:14]=[CH:15]2)[O:12][CH2:11][CH2:10][CH2:9][CH2:8][S:7][CH2:6]1)=[O:4], predict the reactants needed to synthesize it. The reactants are: [CH3:1][O:2][C:3]([C@H:5]1[NH:23][C:22](=[O:24])[C@H:21]([CH:25]([CH3:27])[CH3:26])[NH:20][C:19](=[O:28])[C@@H:18]([NH:29]C(OC(C)(C)C)=O)[CH2:17][C:16]2=[CH:37][CH:38]=[C:13]([CH:14]=[CH:15]2)[O:12][CH2:11][CH2:10][CH2:9][CH2:8][S:7][CH2:6]1)=[O:4].[ClH:39]. (2) Given the product [CH3:1][O:2][C:3]1[CH:8]=[CH:7][CH:6]=[CH:5][C:4]=1[C:9]1[CH:10]=[C:11]2[C:16](=[CH:17][CH:18]=1)[NH:15][C:14]([CH3:19])([CH3:20])[CH:13]=[C:12]2[CH2:21][NH:31][C:32]1[CH:37]=[CH:36][CH:35]=[CH:34][CH:33]=1, predict the reactants needed to synthesize it. The reactants are: [CH3:1][O:2][C:3]1[CH:8]=[CH:7][CH:6]=[CH:5][C:4]=1[C:9]1[CH:10]=[C:11]2[C:16](=[CH:17][CH:18]=1)[NH:15][C:14]([CH3:20])([CH3:19])[CH:13]=[C:12]2[CH2:21]SCCC.BrCC1[C:37]2[C:32](=[CH:33][CH:34]=[C:35](C3C=CC=CC=3OC)[CH:36]=2)[NH:31]C(C)(C)C=1.C(=O)([O-])[O-].[K+].[K+]. (3) Given the product [Cl:34][CH2:35][CH2:36][CH2:37][C:38]#[C:39][C:9]1[CH:10]=[CH:11][C:6]([NH:5][C:3](=[O:4])[C:2]([F:14])([F:13])[F:1])=[CH:7][CH:8]=1, predict the reactants needed to synthesize it. The reactants are: [F:1][C:2]([F:14])([F:13])[C:3]([NH:5][C:6]1[CH:11]=[CH:10][C:9](I)=[CH:8][CH:7]=1)=[O:4].C1(P(C2C=CC=CC=2)C2C=CC=CC=2)C=CC=CC=1.[Cl:34][CH2:35][CH2:36][CH2:37][C:38]#[CH:39]. (4) Given the product [CH3:32][N:29]1[CH2:28][CH2:27][N:26]([C:24]2[CH:25]=[C:20]([N:16]3[CH:15]([CH3:34])[CH2:14][C:13]4[C:18](=[CH:19][C:10]([C:3]5[CH:4]=[CH:5][NH:1][N:2]=5)=[CH:11][CH:12]=4)[CH2:17]3)[N:21]=[C:22]([NH2:33])[N:23]=2)[CH2:31][CH2:30]1, predict the reactants needed to synthesize it. The reactants are: [NH:1]1[CH:5]=[CH:4][C:3](B(O)O)=[N:2]1.Br[C:10]1[CH:19]=[C:18]2[C:13]([CH2:14][CH:15]([CH3:34])[N:16]([C:20]3[CH:25]=[C:24]([N:26]4[CH2:31][CH2:30][N:29]([CH3:32])[CH2:28][CH2:27]4)[N:23]=[C:22]([NH2:33])[N:21]=3)[CH2:17]2)=[CH:12][CH:11]=1.C(=O)([O-])[O-].[Na+].[Na+].N#N. (5) Given the product [CH3:1][O:2][C:3](=[O:20])[CH2:4][CH2:5][C:6]1[C:7](=[O:19])[N:8]([CH2:11][C:12]2[CH:13]=[CH:14][C:15]([NH:18][C:24](=[O:31])[C:25]3[CH:30]=[CH:29][CH:28]=[CH:27][CH:26]=3)=[CH:16][CH:17]=2)[CH2:9][CH:10]=1, predict the reactants needed to synthesize it. The reactants are: [CH3:1][O:2][C:3](=[O:20])[CH2:4][CH2:5][C:6]1[C:7](=[O:19])[N:8]([CH2:11][C:12]2[CH:17]=[CH:16][C:15]([NH2:18])=[CH:14][CH:13]=2)[CH2:9][CH:10]=1.C(Cl)Cl.[C:24](Cl)(=[O:31])[C:25]1[CH:30]=[CH:29][CH:28]=[CH:27][CH:26]=1.C(NC(C)C)(C)C. (6) The reactants are: [OH:1][CH2:2][C@H:3]1[C@H:7]([C:8]2[C:9]([O:28]C)=[CH:10][C:11]([O:26]C)=[C:12]3[C:17]=2[O:16][C:15]([C:18]2[CH:23]=[CH:22][CH:21]=[CH:20][C:19]=2[I:24])=[CH:14][C:13]3=[O:25])[CH2:6][CH2:5][N:4]1[CH3:30].Cl.N1C=CC=CC=1. Given the product [OH:26][C:11]1[CH:10]=[C:9]([OH:28])[C:8]([C@@H:7]2[CH2:6][CH2:5][N:4]([CH3:30])[C@H:3]2[CH2:2][OH:1])=[C:17]2[C:12]=1[C:13](=[O:25])[CH:14]=[C:15]([C:18]1[CH:23]=[CH:22][CH:21]=[CH:20][C:19]=1[I:24])[O:16]2, predict the reactants needed to synthesize it.